Predict the reactants needed to synthesize the given product. From a dataset of Full USPTO retrosynthesis dataset with 1.9M reactions from patents (1976-2016). (1) Given the product [S:1]1[C:5]([C:6]2[C:7]([O:28][CH3:29])=[CH:8][C:9]([O:26][CH3:27])=[C:10](/[CH:12]=[CH:13]/[C:14]([C:16]3[CH:21]=[CH:20][C:19]([S:22]([NH:25][C:44](=[O:48])[CH:45]([CH3:47])[CH3:46])(=[O:24])=[O:23])=[CH:18][CH:17]=3)=[O:15])[CH:11]=2)=[CH:4][C:3]2[CH:30]=[CH:31][CH:32]=[CH:33][C:2]1=2, predict the reactants needed to synthesize it. The reactants are: [S:1]1[C:5]([C:6]2[C:7]([O:28][CH3:29])=[CH:8][C:9]([O:26][CH3:27])=[C:10](/[CH:12]=[CH:13]/[C:14]([C:16]3[CH:21]=[CH:20][C:19]([S:22]([NH2:25])(=[O:24])=[O:23])=[CH:18][CH:17]=3)=[O:15])[CH:11]=2)=[CH:4][C:3]2[CH:30]=[CH:31][CH:32]=[CH:33][C:2]1=2.C[Si]([N-][Si](C)(C)C)(C)C.[Li+].[C:44](O[C:44](=[O:48])[CH:45]([CH3:47])[CH3:46])(=[O:48])[CH:45]([CH3:47])[CH3:46]. (2) Given the product [F:10][C:5]1[CH:6]=[C:7]([F:9])[CH:8]=[C:3]([N:2]=[C:1]=[S:28])[C:4]=1[O:11][CH3:12], predict the reactants needed to synthesize it. The reactants are: [CH3:1][NH:2][C:3]1[CH:8]=[C:7]([F:9])[CH:6]=[C:5]([F:10])[C:4]=1[O:11][CH3:12].C(OC1C=CC(C(N)=O)=CC=1N=C=[S:28])(C)C. (3) Given the product [CH2:6]([O:9][C:10]1[CH:15]=[CH:14][C:13]([S:2]([Cl:1])(=[O:5])=[O:3])=[CH:12][CH:11]=1)[C:7]#[CH:8], predict the reactants needed to synthesize it. The reactants are: [Cl:1][S:2]([OH:5])(=O)=[O:3].[CH2:6]([O:9][C:10]1[CH:15]=[CH:14][CH:13]=[CH:12][CH:11]=1)[C:7]#[CH:8]. (4) Given the product [N:25]1([CH2:2][C:3]2[CH:24]=[CH:23][C:6]([C:7]([NH:9][C:10]3[CH:15]=[CH:14][C:13]([Cl:16])=[C:12]([C:17]4[CH:22]=[CH:21][CH:20]=[CH:19][N:18]=4)[CH:11]=3)=[O:8])=[CH:5][CH:4]=2)[CH:29]=[N:28][CH:27]=[N:26]1, predict the reactants needed to synthesize it. The reactants are: Br[CH2:2][C:3]1[CH:24]=[CH:23][C:6]([C:7]([NH:9][C:10]2[CH:15]=[CH:14][C:13]([Cl:16])=[C:12]([C:17]3[CH:22]=[CH:21][CH:20]=[CH:19][N:18]=3)[CH:11]=2)=[O:8])=[CH:5][CH:4]=1.[NH:25]1[CH:29]=[N:28][CH:27]=[N:26]1.